This data is from Full USPTO retrosynthesis dataset with 1.9M reactions from patents (1976-2016). The task is: Predict the reactants needed to synthesize the given product. (1) Given the product [CH2:1]([N:8]1[CH:12]=[C:11]([CH2:13][C:14]([OH:16])=[O:15])[C:10]([O:19][CH2:20][C:21]2[CH:26]=[CH:25][C:24]([O:27][CH2:28][C:29]3[N:30]=[C:31]([C:35]4[CH:40]=[CH:39][CH:38]=[CH:37][CH:36]=4)[O:32][C:33]=3[CH3:34])=[C:23]([O:41][CH3:42])[CH:22]=2)=[N:9]1)[C:2]1[CH:7]=[CH:6][CH:5]=[CH:4][CH:3]=1, predict the reactants needed to synthesize it. The reactants are: [CH2:1]([N:8]1[CH:12]=[C:11]([CH2:13][C:14]([O:16]CC)=[O:15])[C:10]([O:19][CH2:20][C:21]2[CH:26]=[CH:25][C:24]([O:27][CH2:28][C:29]3[N:30]=[C:31]([C:35]4[CH:40]=[CH:39][CH:38]=[CH:37][CH:36]=4)[O:32][C:33]=3[CH3:34])=[C:23]([O:41][CH3:42])[CH:22]=2)=[N:9]1)[C:2]1[CH:7]=[CH:6][CH:5]=[CH:4][CH:3]=1.[OH-].[Na+].O1CCCC1.Cl. (2) Given the product [CH3:19][C:8]1[CH:9]=[CH:10][C:11]([C:13]2[N:17]=[C:16]([CH3:18])[O:15][N:14]=2)=[CH:12][C:7]=1[N:6]([CH2:5][C:4]([OH:26])=[O:3])[CH2:20][C:21]([OH:23])=[O:22], predict the reactants needed to synthesize it. The reactants are: C([O:3][C:4](=[O:26])[CH2:5][N:6]([CH2:20][C:21]([O:23]CC)=[O:22])[C:7]1[CH:12]=[C:11]([C:13]2[N:17]=[C:16]([CH3:18])[O:15][N:14]=2)[CH:10]=[CH:9][C:8]=1[CH3:19])C.[OH-].[Na+]. (3) Given the product [CH2:22]([O:24][C:4]1[C:11]([O:12][C:13]2[CH:18]=[CH:17][CH:16]=[CH:15][CH:14]=2)=[CH:10][C:7]([CH:8]=[O:9])=[C:6]([N+:19]([O-:21])=[O:20])[CH:5]=1)[CH3:23], predict the reactants needed to synthesize it. The reactants are: [H-].[Na+].F[C:4]1[C:11]([O:12][C:13]2[CH:18]=[CH:17][CH:16]=[CH:15][CH:14]=2)=[CH:10][C:7]([CH:8]=[O:9])=[C:6]([N+:19]([O-:21])=[O:20])[CH:5]=1.[CH2:22]([OH:24])[CH3:23]. (4) Given the product [Br:28][C:29]1[CH:34]=[N:33][C:32]([CH3:35])=[C:31]([CH:30]=1)[CH:36]=[O:37], predict the reactants needed to synthesize it. The reactants are: CC(OI1(OC(C)=O)(OC(C)=O)OC(=O)C2C=CC=CC1=2)=O.C(O)(C)(C)C.[Br:28][C:29]1[CH:30]=[C:31]([CH2:36][OH:37])[C:32]([CH3:35])=[N:33][CH:34]=1. (5) Given the product [Cl:1][C:2]1[CH:7]=[CH:6][N:5]=[C:4]2[NH:8][C:9]([C:11]3[CH2:12][N:13]([C:16]([O:18][C:19]([CH3:22])([CH3:21])[CH3:20])=[O:17])[CH2:14][CH:15]=3)=[CH:10][C:3]=12, predict the reactants needed to synthesize it. The reactants are: [Cl:1][C:2]1[CH:7]=[CH:6][N:5]=[C:4]2[N:8](S(C3C=CC(C)=CC=3)(=O)=O)[C:9]([C:11]3[CH2:12][N:13]([C:16]([O:18][C:19]([CH3:22])([CH3:21])[CH3:20])=[O:17])[CH2:14][CH:15]=3)=[CH:10][C:3]=12.[OH-].[Na+]. (6) Given the product [NH2:8][CH2:9][CH2:10][CH2:11][CH2:12][CH2:13][C:14]([NH:15][CH2:16][CH2:17][C:18]1[CH:23]=[CH:22][C:21]([OH:24])=[CH:20][CH:19]=1)=[O:25], predict the reactants needed to synthesize it. The reactants are: C(OC([NH:8][CH2:9][CH2:10][CH2:11][CH2:12][CH2:13][CH3:14])=O)(C)(C)C.[NH2:15][CH2:16][CH2:17][C:18]1[CH:23]=[CH:22][C:21]([OH:24])=[CH:20][CH:19]=1.[O:25]1CCCC1. (7) Given the product [Cl:19][C:11]1[N:10]([CH3:13])[N:9]=[C:8]([N:3]2[C:2]([CH3:1])=[CH:6][CH:5]=[C:4]2[CH3:7])[CH:12]=1, predict the reactants needed to synthesize it. The reactants are: [CH3:1][C:2]1[N:3]([C:8]2[CH:12]=[CH:11][N:10]([CH3:13])[N:9]=2)[C:4]([CH3:7])=[CH:5][CH:6]=1.C([Li])CCC.[Cl:19]C(Cl)(Cl)C(Cl)(Cl)Cl.